Dataset: Forward reaction prediction with 1.9M reactions from USPTO patents (1976-2016). Task: Predict the product of the given reaction. (1) Given the reactants [Cl:1][C:2]1[CH:7]=[CH:6][C:5]([S:8]([CH2:11][C:12]2[CH:17]=[C:16]([F:18])[CH:15]=[CH:14][C:13]=2[F:19])(=[O:10])=[O:9])=[CH:4][CH:3]=1.[CH2:20]([Li])[CH2:21][CH2:22]C.C(Br)C=C.O, predict the reaction product. The product is: [Cl:1][C:2]1[CH:7]=[CH:6][C:5]([S:8]([CH:11]([C:12]2[CH:17]=[C:16]([F:18])[CH:15]=[CH:14][C:13]=2[F:19])[CH2:22][CH:21]=[CH2:20])(=[O:10])=[O:9])=[CH:4][CH:3]=1. (2) Given the reactants [C:1]([O-:4])(=O)[CH3:2].Cl.[OH2:6], predict the reaction product. The product is: [O:6]=[CH:2][C@@H:1]([C@H:2]([C@@H:1]([C@@H:2]([CH2:1][OH:4])[OH:6])[OH:4])[OH:6])[OH:4]. (3) Given the reactants Br[C:2]1[CH:3]=[C:4]([C:16]2[CH:21]=[CH:20][N:19]=[CH:18][CH:17]=2)[C:5]([C:9]2[CH:14]=[CH:13][CH:12]=[C:11]([F:15])[CH:10]=2)=[N:6][C:7]=1[NH2:8].C(N(CC)CC)C.[CH3:29][Si:30]([C:33]#[CH:34])([CH3:32])[CH3:31], predict the reaction product. The product is: [F:15][C:11]1[CH:10]=[C:9]([C:5]2[C:4]([C:16]3[CH:21]=[CH:20][N:19]=[CH:18][CH:17]=3)=[CH:3][C:2]([C:34]#[C:33][Si:30]([CH3:32])([CH3:31])[CH3:29])=[C:7]([NH2:8])[N:6]=2)[CH:14]=[CH:13][CH:12]=1.